From a dataset of Experimentally validated miRNA-target interactions with 360,000+ pairs, plus equal number of negative samples. Binary Classification. Given a miRNA mature sequence and a target amino acid sequence, predict their likelihood of interaction. (1) The miRNA is hsa-miR-4309 with sequence CUGGAGUCUAGGAUUCCA. The protein sequence of the target gene is MVAGMLGLREEKSEDQDLQGLRDKPLKFKKAKKDKKEDKEGKHEPLQPSAHHSAEPAEAGKAETSESSGSAPAVPEASASPKQRRSIIRDRGPMYDDPTLPEGWTRKLKQRKSGRSAGKYDVYLINPQGKAFRSKVELIAYFEKVGDTSLDPNDFDFTVTGRGSPSRREQKPPKKPKSPKAPGTGRGRGRPKGSGTGRPKAAASEGVQVKRVLEKSPGKLVVKMPFQASPGGKGEGGGATTSAQVMVIKRPGRKRKAEADPQAIPKKRGRKPGSVVAAAAAEAKKKAVKESSIRSVHETV.... Result: 0 (no interaction). (2) The miRNA is hsa-miR-370-3p with sequence GCCUGCUGGGGUGGAACCUGGU. The protein sequence of the target gene is MSGLGDSSSDPANPDSHKRKGSPCDTLASSTEKRRREQENKYLEELAELLSANISDIDSLSVKPDKCKILKKTVDQIQLMKRMEQEKSTTDDDVQKSDISSSSQGVIEKESLGPLLLEALDGFFFVVNCEGRIVFVSENVTSYLGYNQEELMNTSVYSILHVGDHAEFVKNLLPKSLVNGVPWPQEATRRNSHTFNCRMLIHPPEDPGTENQEACQRYEVMQCFTVSQPKSIQEDGEDFQSCLICIARRLPRPPAITGVESFMTKQDTTGKIISIDTSSLRAAGRTGWEDLVRKCIYAFF.... Result: 0 (no interaction). (3) The miRNA is hsa-miR-6764-5p with sequence UCCCAGGGUCUGGUCAGAGUUG. The protein sequence of the target gene is MAGEDVGAPPDHLWVHQEGIYRDEYQRTWVAVVEEETSFLRARVQQIQVPLGDAARPSHLLTSQLPLMWQLYPEERYMDNNSRLWQIQHHLMVRGVQELLLKLLPDD. Result: 0 (no interaction). (4) The miRNA is hsa-miR-4700-5p with sequence UCUGGGGAUGAGGACAGUGUGU. The protein sequence of the target gene is MSRELAPLLLLLLSIHSALAMRICSFNVRSFGESKQEDKNAMDVIVKVIKRCDIILVMEIKDSNNRICPILMEKLNRNSRRGITYNYVISSRLGRNTYKEQYAFLYKEKLVSVKRSYHYHDYQDGDADVFSREPFVVWFQSPHTAVKDFVIIPLHTTPETSVKEIDELVEVYTDVKHRWKAENFIFMGDFNAGCSYVPKKAWKNIRLRTDPRFVWLIGDQEDTTVKKSTNCAYDRIVLRGQEIVSSVVPKSNSVFDFQKAYKLTEEEALDVSDHFPVEFKLQSSRAFTNSKKSVTLRKKT.... Result: 0 (no interaction). (5) The miRNA is mmu-miR-7018-3p with sequence UCACCCUGCUGCCGGCUUGCAG. The protein sequence of the target gene is MADRDATLWASHEKMLSQPLKDSDAEVYSIIKKESNRQRVGLELIASENFASRAVLEALGSCLNNKYSEGYPGQRYYGGTEFIDELEMLCQKRALQAYHLDPQCWGVNVQPYSGSPANFAVYTALVEPHGRIMGLDLPDGGHLTHGFMTDKKKISATSIFFESMPYKVYPETGYINYDQLEENASLFHPKLIIAGTSCYSRNLDYARLRKIADDNGAYLMADMAHISGLVAAGVVPSPFEHCHVVTTTTHKTLRGCRAGMIFYRKGVRSVDPKTGKETYYELESLINSAVFPGLQGGPHN.... Result: 0 (no interaction). (6) The miRNA is hsa-miR-1304-5p with sequence UUUGAGGCUACAGUGAGAUGUG. The protein sequence of the target gene is MADEALFLLLHNEMVSGVYKSAEQGEVENGRCVTKLESMGFRVGQGLIERFTKDTARFKDELDIMKFICKDFWTTVFKKQIDNLRTNHQGIYVLQDNKFRLLIQLSAGKQYLEHASKYLAFTCGLIRGGLSNLGIKSIVTAEVSSMPACKFQVMIQKL. Result: 0 (no interaction). (7) The miRNA is hsa-miR-3156-3p with sequence CUCCCACUUCCAGAUCUUUCU. The protein sequence of the target gene is MDEKLFTKELDQWIEQLNECKQLSESQVKSLCEKAKEILTKESNVQEVRCPVTVCGDVHGQFHDLMELFRIGGKSPDTNYLFMGDYVDRGYYSVETVTLLVALKVRYRERITILRGNHESRQITQVYGFYDECLRKYGNANVWKYFTDLFDYLPLTALVDGQIFCLHGGLSPSIDTLDHIRALDRLQEVPHEGPMCDLLWSDPDDRGGWGISPRGAGYTFGQDISETFNHANGLTLVSRAHQLVMEGYNWCHDRNVVTIFSAPNYCYRCGNQAAIMELDDTLKYSFLQFDPAPRRGEPHV.... Result: 0 (no interaction).